Dataset: CYP2D6 inhibition data for predicting drug metabolism from PubChem BioAssay. Task: Regression/Classification. Given a drug SMILES string, predict its absorption, distribution, metabolism, or excretion properties. Task type varies by dataset: regression for continuous measurements (e.g., permeability, clearance, half-life) or binary classification for categorical outcomes (e.g., BBB penetration, CYP inhibition). Dataset: cyp2d6_veith. (1) The molecule is COc1ccc(O[C@H]2C=C[C@@H](c3ccccc3)O[C@H]2COC(=O)CC/C(C)=N\O[C@@H](C)c2cc(-c3c(C)cc(C)cc3C)no2)cc1. The result is 0 (non-inhibitor). (2) The compound is N#Cc1cccc(NC(=O)N2CC[C@@]3(CCCN(C(=O)c4cccc(F)c4)C3)C2)c1. The result is 0 (non-inhibitor). (3) The compound is CC(C)=C1C(=O)C(c2ccccc2)=C2CN3C(=O)N(CCc4ccccc4)C(=O)[C@]3(C)[C@H]21. The result is 0 (non-inhibitor).